Dataset: Full USPTO retrosynthesis dataset with 1.9M reactions from patents (1976-2016). Task: Predict the reactants needed to synthesize the given product. (1) Given the product [CH3:4][C:2]([O:5][C:6]([N:8]1[CH2:13][CH2:12][N:11]([S:14]([NH:17][C:25]2[CH:30]=[C:29]([O:31][CH2:32][CH3:33])[N:28]=[C:27]([S:34][CH2:35][C:36]3[CH:41]=[CH:40][CH:39]=[C:38]([F:42])[C:37]=3[F:43])[N:26]=2)(=[O:16])=[O:15])[CH2:10][CH2:9]1)=[O:7])([CH3:1])[CH3:3], predict the reactants needed to synthesize it. The reactants are: [CH3:1][C:2]([O:5][C:6]([N:8]1[CH2:13][CH2:12][N:11]([S:14]([NH2:17])(=[O:16])=[O:15])[CH2:10][CH2:9]1)=[O:7])([CH3:4])[CH3:3].C(=O)([O-])[O-].[Cs+].[Cs+].Cl[C:25]1[CH:30]=[C:29]([O:31][CH2:32][CH3:33])[N:28]=[C:27]([S:34][CH2:35][C:36]2[CH:41]=[CH:40][CH:39]=[C:38]([F:42])[C:37]=2[F:43])[N:26]=1. (2) The reactants are: Cl[CH2:2][CH2:3][CH2:4][CH2:5][S:6]([NH:9][C:10]1[CH:11]=[C:12]([C:21]([O:23][CH2:24][CH3:25])=[O:22])[CH:13]=[C:14]2[C:18]=1[NH:17][CH:16]=[C:15]2[CH2:19][CH3:20])(=[O:8])=[O:7].CCN(CC)CC. Given the product [O:7]=[S:6]1(=[O:8])[CH2:5][CH2:4][CH2:3][CH2:2][N:9]1[C:10]1[CH:11]=[C:12]([C:21]([O:23][CH2:24][CH3:25])=[O:22])[CH:13]=[C:14]2[C:18]=1[NH:17][CH:16]=[C:15]2[CH2:19][CH3:20], predict the reactants needed to synthesize it. (3) Given the product [CH3:1][N:2]1[C:10]2[C:5](=[CH:6][CH:7]=[CH:8][CH:9]=2)[C:4]([CH:11]2[CH2:12][CH:15]2[C:16]([O:18][CH2:19][CH3:20])=[O:17])=[N:3]1, predict the reactants needed to synthesize it. The reactants are: [CH3:1][N:2]1[C:10]2[C:5](=[CH:6][CH:7]=[CH:8][CH:9]=2)[C:4]([CH:11]=[CH2:12])=[N:3]1.[N+](=[CH:15][C:16]([O:18][CH2:19][CH3:20])=[O:17])=[N-]. (4) Given the product [OH:1][NH:2][C:3](=[O:23])[C@@H:4]([OH:22])[CH2:5][S:6]([C:9]1[CH:10]=[CH:11][C:12]([O:15][C:16]2[CH:17]=[CH:18][CH:19]=[CH:20][CH:21]=2)=[CH:13][CH:14]=1)(=[O:7])=[O:8], predict the reactants needed to synthesize it. The reactants are: [OH:1][NH:2][C:3](=[O:23])[CH:4]([OH:22])[CH2:5][S:6]([C:9]1[CH:14]=[CH:13][C:12]([O:15][C:16]2[CH:21]=[CH:20][CH:19]=[CH:18][CH:17]=2)=[CH:11][CH:10]=1)(=[O:8])=[O:7].C1COCC1.NO. (5) Given the product [C:7]([O:10][C:11]1[C:16]([CH3:17])=[CH:15][CH:14]=[CH:13][C:12]=1[CH:18]1[CH2:20][CH2:19]1)(=[O:9])[CH3:8], predict the reactants needed to synthesize it. The reactants are: [Mg].C1COCC1.[C:7]([O:10][C:11]1[C:16]([CH3:17])=[CH:15][CH:14]=[CH:13][C:12]=1[CH:18](Br)[CH2:19][CH2:20]Br)(=[O:9])[CH3:8].Cl. (6) Given the product [F:44][C:2]([P:45](=[O:46])([O-:47])[O-:48])([F:1])[CH2:3][C@H:4]([C:25](=[O:43])[CH2:26][CH2:27][CH2:28][CH2:29][CH2:30][CH2:31][CH2:32]/[CH:33]=[CH:34]\[CH2:35][CH2:36][CH2:37][CH2:38][CH2:39][CH2:40][CH2:41][CH3:42])[CH2:5][C:6](=[O:24])[CH2:7][CH2:8][CH2:9][CH2:10][CH2:11][CH2:12][CH2:13]/[CH:14]=[CH:15]\[CH2:16][CH2:17][CH2:18][CH2:19][CH2:20][CH2:21][CH2:22][CH3:23].[Na+:49].[Na+:49], predict the reactants needed to synthesize it. The reactants are: [F:1][C:2]([P:45](=[O:48])([O-:47])[O-:46])([F:44])[CH2:3][C@@H:4]([C:25](=[O:43])[CH2:26][CH2:27][CH2:28][CH2:29][CH2:30][CH2:31][CH2:32]/[CH:33]=[CH:34]\[CH2:35][CH2:36][CH2:37][CH2:38][CH2:39][CH2:40][CH2:41][CH3:42])[CH2:5][C:6](=[O:24])[CH2:7][CH2:8][CH2:9][CH2:10][CH2:11][CH2:12][CH2:13]/[CH:14]=[CH:15]\[CH2:16][CH2:17][CH2:18][CH2:19][CH2:20][CH2:21][CH2:22][CH3:23].[Na+:49].[Na+]. (7) Given the product [N+:15]([C:18]1[CH:19]=[CH:20][C:21]([CH2:22][O:23]/[N:24]=[C:11](/[C:3]2[CH:4]=[C:5]([OH:10])[C:6]([O:8][CH3:9])=[CH:7][C:2]=2[Br:1])\[CH3:12])=[CH:25][CH:26]=1)([O-:17])=[O:16], predict the reactants needed to synthesize it. The reactants are: [Br:1][C:2]1[CH:7]=[C:6]([O:8][CH3:9])[C:5]([OH:10])=[CH:4][C:3]=1[C:11](=O)[CH3:12].Cl.[N+:15]([C:18]1[CH:26]=[CH:25][C:21]([CH2:22][O:23][NH2:24])=[CH:20][CH:19]=1)([O-:17])=[O:16].N1C=CN=C1.C(OCC)(=O)C.CCCCCC.